This data is from Forward reaction prediction with 1.9M reactions from USPTO patents (1976-2016). The task is: Predict the product of the given reaction. (1) Given the reactants [CH3:1][C:2]1[C:7]([CH3:8])=[C:6]([O:9][C:10]([CH2:12][CH2:13][C:14]([O:16][CH2:17][CH2:18][OH:19])=[O:15])=[O:11])[C:5]([CH3:20])=[C:4]2[CH2:21][CH2:22][C:23]([CH2:26][CH2:27][CH2:28][CH:29]([CH2:31][CH2:32][CH2:33][CH:34]([CH2:36][CH2:37][CH2:38][CH:39]([CH3:41])[CH3:40])[CH3:35])[CH3:30])([CH3:25])[O:24][C:3]=12.[N:42]1([C:54](=[O:55])[C:53]2[N:51]([CH3:52])[CH:50]=[N:49][C:48]=2[N:46]([CH3:47])[C:44]1=[O:45])[CH3:43].C(O)C, predict the reaction product. The product is: [N:42]1([C:54](=[O:55])[C:53]2[N:51]([CH3:52])[CH:50]=[N:49][C:48]=2[N:46]([CH3:47])[C:44]1=[O:45])[CH3:43].[CH3:1][C:2]1[C:7]([CH3:8])=[C:6]([O:9][C:10]([CH2:12][CH2:13][C:14]([O:16][CH2:17][CH2:18][OH:19])=[O:15])=[O:11])[C:5]([CH3:20])=[C:4]2[CH2:21][CH2:22][C:23]([CH2:26][CH2:27][CH2:28][CH:29]([CH2:31][CH2:32][CH2:33][CH:34]([CH2:36][CH2:37][CH2:38][CH:39]([CH3:41])[CH3:40])[CH3:35])[CH3:30])([CH3:25])[O:24][C:3]=12. (2) Given the reactants Cl.[Cl:2][C:3]1[CH:4]=[C:5]([CH:18]=[CH:19][C:20]=1[F:21])[NH:6][C:7]1[C:16]2[C:11](=[CH:12][CH:13]=[CH:14][C:15]=2F)[N:10]=[CH:9][N:8]=1.[OH:22][CH:23]1[CH2:26][N:25]([CH:27]([CH3:29])[CH3:28])[CH2:24]1, predict the reaction product. The product is: [Cl:2][C:3]1[CH:4]=[C:5]([CH:18]=[CH:19][C:20]=1[F:21])[NH:6][C:7]1[C:16]2[C:11](=[CH:12][CH:13]=[CH:14][C:15]=2[O:22][CH:23]2[CH2:26][N:25]([CH:27]([CH3:29])[CH3:28])[CH2:24]2)[N:10]=[CH:9][N:8]=1.